From a dataset of Catalyst prediction with 721,799 reactions and 888 catalyst types from USPTO. Predict which catalyst facilitates the given reaction. (1) Reactant: [CH:1]1[CH:6]=[CH:5][CH:4]=[CH:3][CH:2]=1. Product: [CH:1]1([C:1]2[CH:6]=[CH:5][CH:4]=[CH:3][CH:2]=2)[CH2:6][CH2:5][CH2:4][CH2:3][CH2:2]1. The catalyst class is: 45. (2) Reactant: [Br:1][C:2]1[C:3]([NH2:12])=[CH:4][C:5]2[O:10][CH2:9][CH2:8][O:7][C:6]=2[CH:11]=1.[CH:13](OCC)(OCC)OCC.[CH3:23][C:24]1([CH3:32])[O:29][C:28](=[O:30])[CH2:27][C:26](=[O:31])[O:25]1. Product: [Br:1][C:2]1[C:3]([NH:12][CH:13]=[C:27]2[C:28](=[O:30])[O:29][C:24]([CH3:32])([CH3:23])[O:25][C:26]2=[O:31])=[CH:4][C:5]2[O:10][CH2:9][CH2:8][O:7][C:6]=2[CH:11]=1. The catalyst class is: 8. (3) Reactant: [CH3:1][C:2]1[CH:12]=[CH:11][C:5]([C:6]([O:8][CH2:9][CH3:10])=[O:7])=[C:4]([N+:13]([O-])=O)[CH:3]=1.C(Cl)Cl. Product: [NH2:13][C:4]1[CH:3]=[C:2]([CH3:1])[CH:12]=[CH:11][C:5]=1[C:6]([O:8][CH2:9][CH3:10])=[O:7]. The catalyst class is: 129. (4) Reactant: [C:1]([OH:10])(=[O:9])[C:2]1[C:3](=[CH:5][CH:6]=[CH:7][CH:8]=1)[OH:4].O[C:12]1[CH:17]=[CH:16][C:15]([C:18]2[S:22][S:21][C:20](=[S:23])[CH:19]=2)=[CH:14][CH:13]=1.C1(N=C=NC2CCCCC2)CCCCC1. Product: [S:23]=[C:20]1[S:21][S:22][C:18]([C:15]2[CH:14]=[CH:13][C:12]([O:9][C:1](=[O:10])[C:2]3[CH:8]=[CH:7][CH:6]=[CH:5][C:3]=3[OH:4])=[CH:17][CH:16]=2)=[CH:19]1. The catalyst class is: 119.